This data is from Full USPTO retrosynthesis dataset with 1.9M reactions from patents (1976-2016). The task is: Predict the reactants needed to synthesize the given product. (1) Given the product [Cl:31][C:16]1[C:17]([NH:19][C:20]2[CH:24]=[C:23]([O:25][CH2:26][C:27]([F:30])([F:29])[F:28])[NH:22][N:21]=2)=[N:18][C:13]([NH:11][C@H:9]([C:6]2[N:7]=[CH:8][C:3]([F:2])=[CH:4][N:5]=2)[CH3:10])=[N:14][CH:15]=1, predict the reactants needed to synthesize it. The reactants are: Cl.[F:2][C:3]1[CH:4]=[N:5][C:6]([C@@H:9]([NH2:11])[CH3:10])=[N:7][CH:8]=1.Cl[C:13]1[N:18]=[C:17]([NH:19][C:20]2[CH:24]=[C:23]([O:25][CH2:26][C:27]([F:30])([F:29])[F:28])[NH:22][N:21]=2)[C:16]([Cl:31])=[CH:15][N:14]=1.CCN(C(C)C)C(C)C. (2) Given the product [CH3:1][O:2][CH2:3][C:4]1[CH:13]=[C:12]([CH3:14])[C:11]2[CH2:10][CH2:9][CH2:8][C:7](=[O:15])[C:6]=2[N:5]=1, predict the reactants needed to synthesize it. The reactants are: [CH3:1][O:2][CH2:3][C:4]1[CH:13]=[C:12]([CH3:14])[C:11]2[CH2:10][CH2:9][CH2:8][CH:7]([OH:15])[C:6]=2[N:5]=1.